Predict the product of the given reaction. From a dataset of Forward reaction prediction with 1.9M reactions from USPTO patents (1976-2016). (1) Given the reactants Br[C:2]1[C:10]2[N:9]3[CH2:11][CH2:12][NH:13][C:14](=[O:15])[C:8]3=[C:7]([CH3:16])[C:6]=2[CH:5]=[C:4]([Cl:17])[CH:3]=1.[C:18]([C:20]1[CH:21]=[C:22](B(O)O)[CH:23]=[CH:24][CH:25]=1)#[N:19], predict the reaction product. The product is: [Cl:17][C:4]1[CH:3]=[C:2]([C:24]2[CH:25]=[C:20]([CH:21]=[CH:22][CH:23]=2)[C:18]#[N:19])[C:10]2[N:9]3[CH2:11][CH2:12][NH:13][C:14](=[O:15])[C:8]3=[C:7]([CH3:16])[C:6]=2[CH:5]=1. (2) Given the reactants OC1C=[C:9]([OH:11])[CH:8]=[CH:7][C:3]=1[C:4](O)=O.[C:12](=O)([O-])[O-].[K+].[K+].S([O:23][CH3:24])(OC)(=O)=O.Cl.[C:26]([O:29][CH2:30]C)(=[O:28])[CH3:27], predict the reaction product. The product is: [CH3:12][O:11][C:9]1[CH:8]=[C:7]([O:23][CH3:24])[CH:3]=[CH:4][C:27]=1[C:26]([O:29][CH3:30])=[O:28]. (3) Given the reactants [NH2:1][CH2:2][CH2:3][CH2:4][CH2:5][CH2:6][CH2:7][O:8][C:9]1[CH:10]=[N:11][CH:12]=[CH:13][CH:14]=1.CSC(=N)[N:18]([C:25]#[N:26])[C:19]1[CH:24]=[CH:23][N:22]=[CH:21][CH:20]=1.[CH2:28]([N:30](CC)CC)C, predict the reaction product. The product is: [N:11]1[CH:12]=[CH:13][CH:14]=[C:9]([O:8][CH2:7][CH2:6][CH2:5][CH2:4][CH2:3][CH2:2][NH:1][C:25]([NH:26][C:28]#[N:30])=[N:18][C:19]2[CH:20]=[CH:21][N:22]=[CH:23][CH:24]=2)[CH:10]=1. (4) The product is: [NH2:1][C:2]1[N:7]=[CH:6][N:5]=[C:4]2[N:8]([CH:12]([C:14]3[C:15]([O:27][CH2:28][CH3:29])=[C:16]([C:22]([CH3:26])=[C:23]([Cl:25])[CH:24]=3)[C:17]([NH:19][CH2:20][CH3:21])=[O:18])[CH3:13])[N:9]=[C:10]([C:38]3[CH:39]=[N:40][NH:41][CH:42]=3)[C:3]=12. Given the reactants [NH2:1][C:2]1[N:7]=[CH:6][N:5]=[C:4]2[N:8]([CH:12]([C:14]3[C:15]([O:27][CH2:28][CH3:29])=[C:16]([C:22]([CH3:26])=[C:23]([Cl:25])[CH:24]=3)[C:17]([NH:19][CH2:20][CH3:21])=[O:18])[CH3:13])[N:9]=[C:10](I)[C:3]=12.CC1(C)C(C)(C)OB([C:38]2[CH:39]=[N:40][NH:41][CH:42]=2)O1.C(=O)([O-])[O-].[Na+].[Na+].O, predict the reaction product. (5) The product is: [C:11]1([C:12]2[CH:19]=[CH:18][CH:17]=[CH:14][C:13]=2[OH:38])[CH:10]=[CH:9][CH:8]=[CH:7][CH:16]=1. Given the reactants S(O)(O)(=O)=O.O[C:7]1[CH:8]=[CH:9][CH:10]=[C:11]2[C:16]=1N=[CH:14][CH:13]=[CH:12]2.[CH3:17][CH2:18][CH2:19]CCCCCCCCCN1CC(C)OC(C)C1.C[O:38]C(C1C=C(Cl)C=CC=1NS(C(F)(F)F)(=O)=O)=O.CCC(P(O)(O)=O)N.CCC(P(O)(O)=O)N.[K].C1C=C(NC2N=C(Cl)N=C(Cl)N=2)C(Cl)=CC=1.C1C(Cl)=CC(Cl)=C(C2(CN3N=CN=C3)OCCO2)C=1.CO/C=C(/C(OC)=O)\C1C(OC2C=C(OC3C(C#N)=CC=CC=3)N=CN=2)=CC=CC=1, predict the reaction product. (6) Given the reactants [CH:1]1([OH:5])[CH2:4][CH2:3][CH2:2]1.N1C(C)=CC=CC=1C.[Si](OS(C(F)(F)F)(=O)=O)(C)(C)C.[NH2:26][C:27]1[O:28][CH2:29][C:30]2([N:46]=1)[C@@H:43]1[C@H:38]([CH2:39][CH2:40][C:41](=O)[CH2:42]1)[O:37][C:36]1[C:31]2=[CH:32][C:33]([Br:45])=[CH:34][CH:35]=1.C([SiH](CC)CC)C, predict the reaction product. The product is: [Br:45][C:33]1[CH:32]=[C:31]2[C:36]([O:37][C@@H:38]3[C@@H:43]([C:30]42[CH2:29][O:28][C:27]([NH2:26])=[N:46]4)[CH2:42][CH:41]([O:5][CH:1]2[CH2:4][CH2:3][CH2:2]2)[CH2:40][CH2:39]3)=[CH:35][CH:34]=1.